This data is from Reaction yield outcomes from USPTO patents with 853,638 reactions. The task is: Predict the reaction yield, written as a fraction of the theoretical maximum amount of product (1.0 means a 100% yield; for example, 0.34 means a 34% yield). (1) The reactants are [OH-:1].[Na+].Cl[CH2:4][C:5]1[O:6][C:7]2[CH:13]=[CH:12][C:11]([N+:14]([O-:16])=[O:15])=[CH:10][C:8]=2[N:9]=1. The catalyst is O.C1COCC1.C(Cl)Cl. The product is [N+:14]([C:11]1[CH:12]=[CH:13][C:7]2[O:6][C:5]([CH2:4][OH:1])=[N:9][C:8]=2[CH:10]=1)([O-:16])=[O:15]. The yield is 0.800. (2) The reactants are [Br:1][C:2]1[CH:7]=[CH:6][C:5]([CH:8]([C:25]2[CH:30]=[CH:29][CH:28]=[CH:27][C:26]=2[CH3:31])[CH2:9][C:10]([C@H:12]2[CH2:17][CH2:16][C@H:15]([O:18]C3CCCCO3)[CH2:14][CH2:13]2)=[O:11])=[CH:4][CH:3]=1.FC(F)(F)C(O)=O. The catalyst is CO. The product is [Br:1][C:2]1[CH:7]=[CH:6][C:5]([CH:8]([C:25]2[CH:30]=[CH:29][CH:28]=[CH:27][C:26]=2[CH3:31])[CH2:9][C:10]([C@H:12]2[CH2:17][CH2:16][C@H:15]([OH:18])[CH2:14][CH2:13]2)=[O:11])=[CH:4][CH:3]=1. The yield is 0.910. (3) The reactants are [CH3:1][CH:2]([CH2:4][CH2:5][CH2:6][C@H:7]([C@@H:9]1[C@:27]2([CH3:28])[C@H:12]([C@H:13]3[C@H:24]([CH2:25][CH2:26]2)[C@:22]2([CH3:23])[C:16]([CH2:17][C@H:18]([CH2:20][CH2:21]2)O)=[CH:15][CH2:14]3)[CH2:11][CH2:10]1)[CH3:8])[CH3:3].C1(P(C2C=CC=CC=2)C2C=CC=CC=2)C=CC=CC=1.N(C(OC(C)C)=O)=NC(OC(C)C)=O.C1(P([N:76]=[N+:77]=[N-:78])(C2C=CC=CC=2)=O)C=CC=CC=1. The catalyst is O1CCCC1. The product is [N:76]([C@@H:18]1[CH2:20][CH2:21][C@@:22]2([CH3:23])[C:16](=[CH:15][CH2:14][C@@H:13]3[C@@H:24]2[CH2:25][CH2:26][C@@:27]2([CH3:28])[C@H:12]3[CH2:11][CH2:10][C@@H:9]2[C@H:7]([CH3:8])[CH2:6][CH2:5][CH2:4][CH:2]([CH3:3])[CH3:1])[CH2:17]1)=[N+:77]=[N-:78]. The yield is 0.670. (4) The reactants are [CH2:1]([N:3]1[CH2:8][CH2:7][N:6]([CH:9]2[CH2:14][CH2:13][N:12](C(OC(C)(C)C)=O)[CH2:11][CH2:10]2)[CH2:5][CH2:4]1)[CH3:2].CO.ClCCl.Cl. The catalyst is C(O)(C)C.O. The product is [CH2:1]([N:3]1[CH2:8][CH2:7][N:6]([CH:9]2[CH2:14][CH2:13][NH:12][CH2:11][CH2:10]2)[CH2:5][CH2:4]1)[CH3:2]. The yield is 0.870. (5) The reactants are Cl[C:2]1[CH:7]=[CH:6][CH:5]=[C:4]([C:8]([O:10]O)=O)[CH:3]=1.CC(=C)C[N:15]1[C:20]2C=CC=[CH:24][C:19]=2[CH2:18][O:17][C:16]1=[O:25].S([O-])([O-])(=O)=S.[Na+].[Na+].C(=O)([O-])O.[Na+]. The catalyst is C(Cl)Cl. The product is [CH3:24][C:19]1([CH2:20][N:15]2[C:5]3[CH:6]=[CH:7][CH:2]=[CH:3][C:4]=3[CH2:8][O:10][C:16]2=[O:25])[CH2:18][O:17]1. The yield is 0.670. (6) The reactants are [Br:1][C:2]1[CH:3]=[C:4]([CH:8]=[CH:9][C:10]=1[C:11]([N:13]1[CH2:17][CH:16]=[CH:15][CH2:14]1)=[O:12])[C:5]([OH:7])=O.CN(C(ON1N=NC2C=CC=CC1=2)=[N+](C)C)C.[B-](F)(F)(F)F.C(N(C(C)C)CC)(C)C.[Br:49][C:50]1[CH:61]=[CH:60][C:53]2[NH:54][C:55]([C@@H:57]([NH2:59])[CH3:58])=[N:56][C:52]=2[CH:51]=1.BrCl. The catalyst is O1CCCC1.ClCCl.C(O)C. The product is [Br:1][C:2]1[CH:3]=[C:4]([CH:8]=[CH:9][C:10]=1[C:11]([N:13]1[CH2:17][CH:16]=[CH:15][CH2:14]1)=[O:12])[C:5]([NH:59][C@H:57]([C:55]1[NH:54][C:53]2[CH:60]=[CH:61][C:50]([Br:49])=[CH:51][C:52]=2[N:56]=1)[CH3:58])=[O:7]. The yield is 0.720. (7) The reactants are [F:1][C:2]([F:16])([CH2:12][CH2:13][CH2:14][CH3:15])[C:3](=[O:11])[CH2:4]P(=O)(OC)OC.O.[OH-].[Li+].[C:20]([O:23][C@@H:24]1[C@H:28]([CH2:29][CH2:30][CH2:31][CH2:32][CH2:33][CH2:34][C:35]([O:37][CH3:38])=[O:36])[C@@H:27]([CH:39]=O)[C@H:26]([O:41][CH:42]2[CH2:47][CH2:46][CH2:45][CH2:44][O:43]2)[CH2:25]1)(=[O:22])[CH3:21]. The catalyst is O1CCOCC1.O. The product is [C:20]([O:23][C@@H:24]1[C@H:28]([CH2:29][CH2:30][CH2:31][CH2:32][CH2:33][CH2:34][C:35]([O:37][CH3:38])=[O:36])[C@@H:27](/[CH:39]=[CH:4]/[C:3](=[O:11])[C:2]([F:1])([F:16])[CH2:12][CH2:13][CH2:14][CH3:15])[C@H:26]([O:41][CH:42]2[CH2:47][CH2:46][CH2:45][CH2:44][O:43]2)[CH2:25]1)(=[O:22])[CH3:21]. The yield is 0.559. (8) The reactants are [NH2:1][C:2]1[CH2:7][CH2:6][CH2:5][C:4](=[O:8])[CH:3]=1.[C:9](OC)(=[O:12])[C:10]#[CH:11]. No catalyst specified. The product is [OH:12][C:9]1[CH:10]=[CH:11][C:3]2[C:4](=[O:8])[CH2:5][CH2:6][CH2:7][C:2]=2[N:1]=1. The yield is 0.210. (9) The catalyst is C(Cl)Cl. The reactants are [C:1]([O:20][CH2:21][CH2:22][CH2:23][CH2:24][CH2:25][CH2:26][CH2:27][CH2:28][CH2:29][CH2:30][CH2:31][C:32]([C:49]([OH:51])=[O:50])([C:46]([OH:48])=[O:47])[CH2:33][CH2:34][CH2:35][CH2:36][CH2:37][CH2:38][CH2:39][CH2:40][CH2:41][CH2:42][C:43]([OH:45])=[O:44])([C:14]1[CH:19]=[CH:18][CH:17]=[CH:16][CH:15]=1)([C:8]1[CH:13]=[CH:12][CH:11]=[CH:10][CH:9]=1)[C:2]1[CH:7]=[CH:6][CH:5]=[CH:4][CH:3]=1.O[N:53]1[C:57](=[O:58])[CH2:56][CH2:55][C:54]1=[O:59].C1CCC(N=C=NC2CCCCC2)CC1. The product is [O:59]=[C:54]1[CH2:55][CH2:56][C:57](=[O:58])[N:53]1[O:47][C:46]([C:32]([CH2:31][CH2:30][CH2:29][CH2:28][CH2:27][CH2:26][CH2:25][CH2:24][CH2:23][CH2:22][CH2:21][O:20][C:1]([C:2]1[CH:7]=[CH:6][CH:5]=[CH:4][CH:3]=1)([C:14]1[CH:19]=[CH:18][CH:17]=[CH:16][CH:15]=1)[C:8]1[CH:13]=[CH:12][CH:11]=[CH:10][CH:9]=1)([CH2:33][CH2:34][CH2:35][CH2:36][CH2:37][CH2:38][CH2:39][CH2:40][CH2:41][CH2:42][C:43]([OH:45])=[O:44])[C:49]([OH:51])=[O:50])=[O:48]. The yield is 0.200. (10) The reactants are [OH:1][C@H:2]([CH2:24][O:25][C:26]1[CH:31]=[CH:30][CH:29]=[CH:28][CH:27]=1)[CH2:3][N:4]([CH2:12][C@H:13]1[CH2:22][CH2:21][C:20]2[C:15](=[CH:16][CH:17]=[C:18]([I:23])[CH:19]=2)[O:14]1)[C:5](=[O:11])[O:6][C:7]([CH3:10])([CH3:9])[CH3:8].[Si:32](Cl)([C:35]([CH3:38])([CH3:37])[CH3:36])([CH3:34])[CH3:33].N1C=CN=C1.O. The catalyst is CN(C=O)C. The product is [Si:32]([O:1][C@H:2]([CH2:24][O:25][C:26]1[CH:31]=[CH:30][CH:29]=[CH:28][CH:27]=1)[CH2:3][N:4]([CH2:12][C@H:13]1[CH2:22][CH2:21][C:20]2[C:15](=[CH:16][CH:17]=[C:18]([I:23])[CH:19]=2)[O:14]1)[C:5](=[O:11])[O:6][C:7]([CH3:10])([CH3:8])[CH3:9])([C:35]([CH3:38])([CH3:37])[CH3:36])([CH3:34])[CH3:33]. The yield is 0.970.